This data is from NCI-60 drug combinations with 297,098 pairs across 59 cell lines. The task is: Regression. Given two drug SMILES strings and cell line genomic features, predict the synergy score measuring deviation from expected non-interaction effect. (1) Drug 1: CCC1=CC2CC(C3=C(CN(C2)C1)C4=CC=CC=C4N3)(C5=C(C=C6C(=C5)C78CCN9C7C(C=CC9)(C(C(C8N6C)(C(=O)OC)O)OC(=O)C)CC)OC)C(=O)OC.C(C(C(=O)O)O)(C(=O)O)O. Drug 2: CC1C(C(CC(O1)OC2CC(OC(C2O)C)OC3=CC4=CC5=C(C(=O)C(C(C5)C(C(=O)C(C(C)O)O)OC)OC6CC(C(C(O6)C)O)OC7CC(C(C(O7)C)O)OC8CC(C(C(O8)C)O)(C)O)C(=C4C(=C3C)O)O)O)O. Cell line: MCF7. Synergy scores: CSS=31.9, Synergy_ZIP=0.864, Synergy_Bliss=0.510, Synergy_Loewe=-6.27, Synergy_HSA=0.744. (2) Drug 2: CN(C)N=NC1=C(NC=N1)C(=O)N. Synergy scores: CSS=-11.7, Synergy_ZIP=1.71, Synergy_Bliss=-6.45, Synergy_Loewe=-11.9, Synergy_HSA=-10.3. Cell line: HOP-62. Drug 1: CC(C1=C(C=CC(=C1Cl)F)Cl)OC2=C(N=CC(=C2)C3=CN(N=C3)C4CCNCC4)N. (3) Synergy scores: CSS=36.6, Synergy_ZIP=0.167, Synergy_Bliss=2.67, Synergy_Loewe=-0.318, Synergy_HSA=2.58. Cell line: HCT-15. Drug 2: C1=NC2=C(N=C(N=C2N1C3C(C(C(O3)CO)O)O)F)N. Drug 1: CC12CCC3C(C1CCC2=O)CC(=C)C4=CC(=O)C=CC34C.